This data is from Cav3 T-type calcium channel HTS with 100,875 compounds. The task is: Binary Classification. Given a drug SMILES string, predict its activity (active/inactive) in a high-throughput screening assay against a specified biological target. (1) The drug is O(c1cc2[nH]c(nc2cc1)c1ccc(N)cc1)C. The result is 0 (inactive). (2) The compound is FC(F)(F)C1n2nccc2N(CC1)C(=O)c1onc(c1)C. The result is 0 (inactive). (3) The result is 0 (inactive). The molecule is n1(nnnc1CN(C1CCCC1)Cc1c2n(nnn2)c2c(c1)cccc2C)C1CCCCC1. (4) The compound is Brc1ccc(NCC(=O)c2ccccc2)cc1. The result is 0 (inactive). (5) The result is 0 (inactive). The molecule is S(c1n(N)c(nn1)CC)CC(=O)Nc1cc(ccc1)C(F)(F)F. (6) The result is 0 (inactive). The molecule is O(C(=O)C(C(=O)c1cc(OC)c(OC)c(OC)c1)C(OCC)=O)CC.